Dataset: Forward reaction prediction with 1.9M reactions from USPTO patents (1976-2016). Task: Predict the product of the given reaction. (1) The product is: [C:1]1([C@H:13]2[C@H:17]([C:18]3[C:26]4[C:21](=[CH:22][CH:23]=[C:24]([Br:27])[CH:25]=4)[NH:20][CH:19]=3)[C:16](=[O:28])[NH:15][C:14]2=[O:29])[C:11]2=[C:12]3[C:7](=[CH:8][CH:9]=[CH:10]2)[CH2:6][CH2:5][CH2:4][N:3]3[CH:2]=1. Given the reactants [C:1]1([C:13]2[C:14](=[O:29])[NH:15][C:16](=[O:28])[C:17]=2[C:18]2[C:26]3[C:21](=[CH:22][CH:23]=[C:24]([Br:27])[CH:25]=3)[NH:20][CH:19]=2)[C:11]2=[C:12]3[C:7](=[CH:8][CH:9]=[CH:10]2)[CH2:6][CH2:5][CH2:4][N:3]3[CH:2]=1, predict the reaction product. (2) Given the reactants [CH2:1]([CH:5]([CH2:11][C:12]1[CH:17]=[CH:16][C:15]([O:18][CH2:19][CH2:20][NH:21][C:22](=[O:35])[C:23]2[CH:28]=[CH:27][C:26]([C:29]3[CH:34]=[CH:33][CH:32]=[CH:31][N:30]=3)=[CH:25][CH:24]=2)=[CH:14][CH:13]=1)[C:6]([O:8]CC)=[O:7])[CH2:2][CH2:3][CH3:4].[OH-].[Na+], predict the reaction product. The product is: [CH2:1]([CH:5]([CH2:11][C:12]1[CH:17]=[CH:16][C:15]([O:18][CH2:19][CH2:20][NH:21][C:22](=[O:35])[C:23]2[CH:24]=[CH:25][C:26]([C:29]3[CH:34]=[CH:33][CH:32]=[CH:31][N:30]=3)=[CH:27][CH:28]=2)=[CH:14][CH:13]=1)[C:6]([OH:8])=[O:7])[CH2:2][CH2:3][CH3:4]. (3) Given the reactants [Si]([O:8][CH2:9][C@@H:10]([CH3:32])[O:11][C:12]1[C:13]2[S:30][C:29]([NH2:31])=[N:28][C:14]=2[N:15]=[C:16]([S:18][CH2:19][C:20]2[CH:25]=[CH:24][CH:23]=[C:22]([F:26])[C:21]=2[F:27])[N:17]=1)(C(C)(C)C)(C)C.C(Cl)Cl, predict the reaction product. The product is: [NH2:31][C:29]1[S:30][C:13]2[C:12]([O:11][C@H:10]([CH3:32])[CH2:9][OH:8])=[N:17][C:16]([S:18][CH2:19][C:20]3[CH:25]=[CH:24][CH:23]=[C:22]([F:26])[C:21]=3[F:27])=[N:15][C:14]=2[N:28]=1. (4) Given the reactants [N:1]1([C:7]2[CH:16]=[C:15]3[C:10]([CH:11]=[C:12]([C:21]([O:23][CH2:24][CH3:25])=[O:22])[CH:13]([C:17]([F:20])([F:19])[F:18])[O:14]3)=[CH:9][CH:8]=2)[CH2:6][CH2:5][CH2:4][CH2:3][CH2:2]1.[Cl:26]Cl, predict the reaction product. The product is: [Cl:26][C:8]1[CH:9]=[C:10]2[C:15](=[CH:16][C:7]=1[N:1]1[CH2:6][CH2:5][CH2:4][CH2:3][CH2:2]1)[O:14][CH:13]([C:17]([F:19])([F:20])[F:18])[C:12]([C:21]([O:23][CH2:24][CH3:25])=[O:22])=[CH:11]2. (5) Given the reactants [O:1]=[C:2]([C:8]1[N:12]2[CH:13]=[CH:14][C:15]([C:17](=[O:25])[NH:18][C:19]3[CH:24]=[CH:23][CH:22]=[CH:21][CH:20]=3)=[CH:16][C:11]2=[N:10][C:9]=1[C:26]([F:29])([F:28])[F:27])[C:3]([O:5]CC)=[O:4].[OH-].[Na+].Cl, predict the reaction product. The product is: [O:1]=[C:2]([C:8]1[N:12]2[CH:13]=[CH:14][C:15]([C:17](=[O:25])[NH:18][C:19]3[CH:24]=[CH:23][CH:22]=[CH:21][CH:20]=3)=[CH:16][C:11]2=[N:10][C:9]=1[C:26]([F:28])([F:29])[F:27])[C:3]([OH:5])=[O:4].